Task: Predict the product of the given reaction.. Dataset: Forward reaction prediction with 1.9M reactions from USPTO patents (1976-2016) (1) Given the reactants [Cl:1][C:2]1[N:7]=[C:6]([C:8]([OH:10])=O)[C:5]([CH3:11])=[CH:4][CH:3]=1.[NH2:12][C:13]1[C:22]([CH3:23])=[CH:21][C:16]([C:17]([O:19][CH3:20])=[O:18])=[CH:15][C:14]=1[CH3:24].C(N(CC)CC)C.CCCP1(OP(CCC)(=O)OP(CCC)(=O)O1)=O, predict the reaction product. The product is: [Cl:1][C:2]1[N:7]=[C:6]([C:8]([NH:12][C:13]2[C:14]([CH3:24])=[CH:15][C:16]([C:17]([O:19][CH3:20])=[O:18])=[CH:21][C:22]=2[CH3:23])=[O:10])[C:5]([CH3:11])=[CH:4][CH:3]=1. (2) Given the reactants [CH:1]1[C:6]([CH2:7][C@H:8]([NH2:12])[C:9]([OH:11])=[O:10])=[CH:5][CH:4]=[C:3]([N:13]([CH2:17][CH2:18][Cl:19])[CH2:14][CH2:15][Cl:16])[CH:2]=1.C(=O)([O-])[O-].[Na+].[Na+].[C:26](OC(=O)C)(=[O:28])[CH3:27].C(O)(=O)CC(CC(O)=O)(C(O)=O)O, predict the reaction product. The product is: [CH3:27][C:26]([NH:12][CH:8]([C:9]([OH:11])=[O:10])[CH2:7][C:6]1[CH:5]=[CH:4][C:3]([N:13]([CH2:14][CH2:15][Cl:16])[CH2:17][CH2:18][Cl:19])=[CH:2][CH:1]=1)=[O:28]. (3) The product is: [Br:1][C:2]1[C:10]2[N:9]=[N:8][N:7]([CH2:11][C:12]([CH3:15])([CH3:14])[CH3:13])[C:6]=2[CH:5]=[CH:4][C:3]=1[O:16][C:17]1[C:22]([CH:23]([OH:25])[CH3:24])=[CH:21][CH:20]=[CH:19][N:18]=1. Given the reactants [Br:1][C:2]1[C:10]2[N:9]=[N:8][N:7]([CH2:11][C:12]([CH3:15])([CH3:14])[CH3:13])[C:6]=2[CH:5]=[CH:4][C:3]=1[O:16][C:17]1[C:22]([C:23](=[O:25])[CH3:24])=[CH:21][CH:20]=[CH:19][N:18]=1.[BH4-].[Na+], predict the reaction product.